Dataset: Forward reaction prediction with 1.9M reactions from USPTO patents (1976-2016). Task: Predict the product of the given reaction. The product is: [Cl:16][C:17]1[CH:18]=[C:19]2[C:23](=[CH:24][CH:25]=1)[N:22]([CH3:26])[CH:21]=[C:20]2[C:27]1[C:28](=[O:46])[NH:29][C:30](=[O:45])[C:31]=1[C:32]1[C:40]2[C:35](=[CH:36][CH:37]=[CH:38][CH:39]=2)[N:34]([CH2:41][CH2:42][CH2:43][O:11][S:8]([CH3:7])(=[O:10])=[O:9])[N:33]=1. Given the reactants N1C=CC=CC=1.[CH3:7][S:8]([O:11]S(C)(=O)=O)(=[O:10])=[O:9].[Cl:16][C:17]1[CH:18]=[C:19]2[C:23](=[CH:24][CH:25]=1)[N:22]([CH3:26])[CH:21]=[C:20]2[C:27]1[C:28](=[O:46])[NH:29][C:30](=[O:45])[C:31]=1[C:32]1[C:40]2[C:35](=[CH:36][CH:37]=[CH:38][CH:39]=2)[N:34]([CH2:41][CH2:42][CH2:43]O)[N:33]=1.Cl, predict the reaction product.